Dataset: Reaction yield outcomes from USPTO patents with 853,638 reactions. Task: Predict the reaction yield, written as a fraction of the theoretical maximum amount of product (1.0 means a 100% yield; for example, 0.34 means a 34% yield). (1) The reactants are [NH:1]1[C:9]2[C:4](=[CH:5][C:6]([NH:10][C:11]3[C:20]4[C:15](=[CH:16][CH:17]=[CH:18][CH:19]=4)[N:14]=[C:13]([C:21]4[CH:22]=[C:23]([CH:29]=[CH:30][CH:31]=4)[O:24][CH2:25][C:26]([OH:28])=O)[N:12]=3)=[CH:7][CH:8]=2)[CH:3]=[N:2]1.C[CH2:33][N:34](C(C)C)[CH:35](C)C.C1CN([P+](ON2N=NC3C=CC=CC2=3)(N2CCCC2)N2CCCC2)CC1.F[P-](F)(F)(F)(F)F.CNC. The catalyst is C(Cl)Cl.CN(C=O)C. The product is [NH:1]1[C:9]2[C:4](=[CH:5][C:6]([NH:10][C:11]3[C:20]4[C:15](=[CH:16][CH:17]=[CH:18][CH:19]=4)[N:14]=[C:13]([C:21]4[CH:22]=[C:23]([CH:29]=[CH:30][CH:31]=4)[O:24][CH2:25][C:26]([N:34]([CH3:35])[CH3:33])=[O:28])[N:12]=3)=[CH:7][CH:8]=2)[CH:3]=[N:2]1. The yield is 0.370. (2) The reactants are [Br:1]Br.[CH2:3]1[O:11][C:10]2[CH:9]=[CH:8][C:7]([CH3:12])=[CH:6][C:5]=2[O:4]1.N1C=CC=CC=1. The catalyst is ClCCl. The product is [Br:1][C:8]1[CH:9]=[C:10]2[O:11][CH2:3][O:4][C:5]2=[CH:6][C:7]=1[CH3:12]. The yield is 0.990. (3) The reactants are [BH4-].[Na+].C1COCC1.[CH:8]([C:10]1[Se:11][C:12]([C:15]2[Se:16][C:17]([C:20]3[Se:21][C:22]([CH:25]=[O:26])=[CH:23][CH:24]=3)=[CH:18][CH:19]=2)=[CH:13][CH:14]=1)=[O:9]. The catalyst is C(OCC)(=O)C. The product is [OH:26][CH2:25][C:22]1[Se:21][C:20]([C:17]2[Se:16][C:15]([C:12]3[Se:11][C:10]([CH2:8][OH:9])=[CH:14][CH:13]=3)=[CH:19][CH:18]=2)=[CH:24][CH:23]=1. The yield is 0.980. (4) The reactants are [Br:1][C:2]1[CH:3]=[C:4]([C:15]([O:17]C)=[O:16])[C:5]2[C:6]([Cl:14])=[CH:7][N:8]([CH:11]([CH3:13])[CH3:12])[C:9]=2[CH:10]=1.[OH-].[Na+]. The catalyst is C1COCC1.CO. The product is [Br:1][C:2]1[CH:3]=[C:4]([C:15]([OH:17])=[O:16])[C:5]2[C:6]([Cl:14])=[CH:7][N:8]([CH:11]([CH3:12])[CH3:13])[C:9]=2[CH:10]=1. The yield is 0.560. (5) The reactants are [C:1]1([C:7]2[N:8]([C:21]3[CH:26]=[CH:25][CH:24]=[CH:23][CH:22]=3)[C:9]3[C:14]([N:15]=2)=[C:13]([NH:16][CH2:17][CH2:18][CH2:19][OH:20])[N:12]=[CH:11][N:10]=3)[CH:6]=[CH:5][CH:4]=[CH:3][CH:2]=1.CC(OI1(OC(C)=O)(OC(C)=O)OC(=O)C2C=CC=CC1=2)=O. The catalyst is ClCCl. The product is [C:1]1([C:7]2[N:8]([C:21]3[CH:22]=[CH:23][CH:24]=[CH:25][CH:26]=3)[C:9]3[C:14]([N:15]=2)=[C:13]([NH:16][CH2:17][CH2:18][CH:19]=[O:20])[N:12]=[CH:11][N:10]=3)[CH:2]=[CH:3][CH:4]=[CH:5][CH:6]=1. The yield is 0.940. (6) The reactants are [CH2:1]1[CH2:6][C@H:5]([C:7]([OH:9])=[O:8])[CH2:4][CH2:3][C@H:2]1[CH2:10][NH2:11].[C:12]([O:17][CH:18]([O:21][C:22](ON1C(=O)CCC1=O)=[O:23])[CH2:19][CH3:20])(=[O:16])[CH2:13][CH2:14][CH3:15]. The catalyst is CC(OC)(C)C.CC(C)=O.O. The product is [C:12]([O:17][CH:18]([O:21][C:22]([NH:11][CH2:10][C@H:2]1[CH2:3][CH2:4][C@H:5]([C:7]([OH:9])=[O:8])[CH2:6][CH2:1]1)=[O:23])[CH2:19][CH3:20])(=[O:16])[CH2:13][CH2:14][CH3:15]. The yield is 0.620. (7) The reactants are [O:1]1[CH:5]=[CH:4][CH:3]=[C:2]1[C:6]([OH:8])=[O:7].[CH3:9]O. No catalyst specified. The product is [CH3:9][O:7][C:6]([C:2]1[O:1][CH:5]=[CH:4][CH:3]=1)=[O:8]. The yield is 0.910. (8) The reactants are [C:1]([N+:5]#[C-:6])([CH3:4])([CH3:3])[CH3:2].[Cl:7][C:8]1[CH:13]=[CH:12][C:11]([C:14]2([C@@H:19]3[CH2:24][CH2:23][C@H:22]([C:25](=O)[CH2:26][CH2:27][CH:28]=[CH2:29])[CH2:21][CH2:20]3)[O:18][CH2:17][CH2:16][O:15]2)=[CH:10][CH:9]=1.[C:31]([O-:34])(=O)[CH3:32].[NH4+:35].[OH2:36]. The catalyst is FC(F)(F)CO. The product is [C:1]([NH:5][C:6](=[O:36])[C:25]([NH:35][C:31](=[O:34])[CH3:32])([C@H:22]1[CH2:21][CH2:20][C@@H:19]([C:14]2([C:11]3[CH:12]=[CH:13][C:8]([Cl:7])=[CH:9][CH:10]=3)[O:18][CH2:17][CH2:16][O:15]2)[CH2:24][CH2:23]1)[CH2:26][CH2:27][CH:28]=[CH2:29])([CH3:4])([CH3:3])[CH3:2]. The yield is 0.710.